Dataset: Reaction yield outcomes from USPTO patents with 853,638 reactions. Task: Predict the reaction yield, written as a fraction of the theoretical maximum amount of product (1.0 means a 100% yield; for example, 0.34 means a 34% yield). (1) The product is [O:20]1[C:24]2[CH:25]=[CH:26][C:27]([CH2:29][CH2:30][C:31]([NH:33][C:34]3[CH:35]=[CH:36][C:37]([C:40]([NH:42][N:43]=[C:5]4[C:4]5[C:8](=[CH:9][CH:10]=[C:2]([I:1])[CH:3]=5)[N:7]([CH2:11][CH2:12][CH2:13][C:14]([O:16][CH3:17])=[O:15])[C:6]4=[O:18])=[O:41])=[CH:38][CH:39]=3)=[O:32])=[CH:28][C:23]=2[O:22][CH2:21]1. The yield is 0.490. The catalyst is C(O)(=O)C. The reactants are [I:1][C:2]1[CH:3]=[C:4]2[C:8](=[CH:9][CH:10]=1)[N:7]([CH2:11][CH2:12][CH2:13][C:14]([O:16][CH3:17])=[O:15])[C:6](=[O:18])[C:5]2=O.[O:20]1[C:24]2[CH:25]=[CH:26][C:27]([CH2:29][CH2:30][C:31]([NH:33][C:34]3[CH:39]=[CH:38][C:37]([C:40]([NH:42][NH2:43])=[O:41])=[CH:36][CH:35]=3)=[O:32])=[CH:28][C:23]=2[O:22][CH2:21]1. (2) The product is [CH3:31][S:30][C:26]1[N:25]=[C:24]([C:23]2[C:19]([C:17]3[CH:18]=[C:13]4[CH:12]=[CH:11][N:10]([S:7]([C:1]5[CH:2]=[CH:3][CH:4]=[CH:5][CH:6]=5)(=[O:8])=[O:9])[C:14]4=[N:15][CH:16]=3)=[N:20][NH:21][CH:22]=2)[CH:29]=[CH:28][N:27]=1. The reactants are [C:1]1([S:7]([N:10]2[C:14]3=[N:15][CH:16]=[C:17]([C:19]4[C:23]([C:24]5[CH:29]=[CH:28][N:27]=[C:26]([S:30][CH3:31])[N:25]=5)=[CH:22][N:21](C5CCCCO5)[N:20]=4)[CH:18]=[C:13]3[CH:12]=[CH:11]2)(=[O:9])=[O:8])[CH:6]=[CH:5][CH:4]=[CH:3][CH:2]=1.Cl.P([O-])([O-])([O-])=O. The catalyst is CO.O1CCOCC1. The yield is 0.980. (3) The reactants are CC(C)([O-])C.[Na+].CC1(C)P([C:24]2[CH:29]=[CH:28][CH:27]=[CH:26][C:25]=2[C:24]2[C:29](C(C)C)=[CH:28][C:27](C(C)C)=[CH:26][C:25]=2C(C)C)C(C)(C)CC2(OCCO2)C1.BrC1C=CC=CC=1.[C:49]1([SH:55])[CH:54]=[CH:53][CH:52]=[CH:51][CH:50]=1. The catalyst is C1C=CC(/C=C/C(/C=C/C2C=CC=CC=2)=O)=CC=1.C1C=CC(/C=C/C(/C=C/C2C=CC=CC=2)=O)=CC=1.C1C=CC(/C=C/C(/C=C/C2C=CC=CC=2)=O)=CC=1.[Pd].[Pd].O1CCOCC1. The product is [C:49]1([S:55][C:24]2[CH:25]=[CH:26][CH:27]=[CH:28][CH:29]=2)[CH:54]=[CH:53][CH:52]=[CH:51][CH:50]=1. The yield is 0.880. (4) The catalyst is CN(C)C=O. The yield is 0.710. The reactants are Cl.[CH2:2]1[C@H:6]2[CH2:7][NH:8][CH2:9][C@@H:5]2[CH2:4][N:3]1[C:10]([C:12]1[CH:17]=[CH:16][C:15]([S:18]([NH2:21])(=[O:20])=[O:19])=[CH:14][CH:13]=1)=[O:11].CN1CCOCC1.[F:29][C:30]([F:44])([F:43])[O:31][C:32]1[CH:37]=[CH:36][C:35]([CH2:38][CH2:39][C:40](O)=[O:41])=[CH:34][CH:33]=1.F[P-](F)(F)(F)(F)F.N1(OC(N(C)C)=[N+](C)C)C2N=CC=CC=2N=N1. The product is [F:29][C:30]([F:43])([F:44])[O:31][C:32]1[CH:33]=[CH:34][C:35]([CH2:38][CH2:39][C:40]([N:8]2[CH2:7][C@@H:6]3[CH2:2][N:3]([C:10]([C:12]4[CH:13]=[CH:14][C:15]([S:18]([NH2:21])(=[O:19])=[O:20])=[CH:16][CH:17]=4)=[O:11])[CH2:4][C@H:5]3[CH2:9]2)=[O:41])=[CH:36][CH:37]=1.